This data is from Peptide-MHC class I binding affinity with 185,985 pairs from IEDB/IMGT. The task is: Regression. Given a peptide amino acid sequence and an MHC pseudo amino acid sequence, predict their binding affinity value. This is MHC class I binding data. (1) The MHC is HLA-B58:01 with pseudo-sequence HLA-B58:01. The peptide sequence is RMMETWHPL. The binding affinity (normalized) is 0.461. (2) The peptide sequence is RIYKRSLKL. The MHC is HLA-A68:02 with pseudo-sequence HLA-A68:02. The binding affinity (normalized) is 0.0847. (3) The peptide sequence is YLWFKRHVY. The MHC is HLA-A02:01 with pseudo-sequence HLA-A02:01. The binding affinity (normalized) is 0.233. (4) The peptide sequence is VSDTTVLLH. The binding affinity (normalized) is 0.0847. The MHC is HLA-B39:01 with pseudo-sequence HLA-B39:01. (5) The peptide sequence is QSYRQYRNY. The MHC is HLA-A03:01 with pseudo-sequence HLA-A03:01. The binding affinity (normalized) is 0.275. (6) The peptide sequence is WEAWWTEYW. The MHC is HLA-B40:02 with pseudo-sequence HLA-B40:02. The binding affinity (normalized) is 0.104. (7) The peptide sequence is YVPCHIRQI. The MHC is Mamu-A02 with pseudo-sequence Mamu-A02. The binding affinity (normalized) is 0.142. (8) The peptide sequence is KAGQVVTIW. The MHC is HLA-A29:02 with pseudo-sequence HLA-A29:02. The binding affinity (normalized) is 0.0535. (9) The peptide sequence is WSTIWRQLY. The MHC is HLA-B27:03 with pseudo-sequence HLA-B27:03. The binding affinity (normalized) is 0.0847. (10) The peptide sequence is AADKAAAAY. The MHC is HLA-A01:01 with pseudo-sequence HLA-A01:01. The binding affinity (normalized) is 0.638.